This data is from Reaction yield outcomes from USPTO patents with 853,638 reactions. The task is: Predict the reaction yield, written as a fraction of the theoretical maximum amount of product (1.0 means a 100% yield; for example, 0.34 means a 34% yield). (1) The reactants are Cl.[NH2:2][CH:3]([C:5]1[O:6][C:7](=[O:21])[C:8]2[C:13]([C:14]=1[C:15]1[CH:20]=[CH:19][CH:18]=[CH:17][CH:16]=1)=[CH:12][CH:11]=[CH:10][CH:9]=2)[CH3:4].Cl[C:23]1[C:24]2[S:31][CH:30]=[CH:29][C:25]=2[N:26]=[CH:27][N:28]=1.C(N(CC)CC)C.ClC1C2C=CSC=2N=CN=1. The catalyst is CC(O)(C)C. The product is [C:15]1([C:14]2[C:13]3[C:8](=[CH:9][CH:10]=[CH:11][CH:12]=3)[C:7](=[O:21])[O:6][C:5]=2[CH:3]([NH:2][C:23]2[C:24]3[S:31][CH:30]=[CH:29][C:25]=3[N:26]=[CH:27][N:28]=2)[CH3:4])[CH:20]=[CH:19][CH:18]=[CH:17][CH:16]=1. The yield is 0.500. (2) The reactants are [H-].[H-].[H-].[H-].[Li+].[Al+3].[CH2:7]([N:14]1[C:22](=O)[CH:21]2[CH:16]([NH:17][CH2:18][CH2:19][CH2:20]2)[C:15]1=O)[C:8]1[CH:13]=[CH:12][CH:11]=[CH:10][CH:9]=1. The catalyst is C1COCC1. The product is [CH2:7]([N:14]1[CH2:22][CH:21]2[CH:16]([NH:17][CH2:18][CH2:19][CH2:20]2)[CH2:15]1)[C:8]1[CH:9]=[CH:10][CH:11]=[CH:12][CH:13]=1. The yield is 0.470. (3) The catalyst is N1C=CC=CC=1. The reactants are [OH:1][C:2]1[CH:11]=[C:10]2[C:5]([C:6](=[O:12])[NH:7][CH:8]=[N:9]2)=[CH:4][C:3]=1[O:13][CH3:14].[C:15](OC(=O)C)(=[O:17])[CH3:16]. The product is [C:15]([O:1][C:2]1[CH:11]=[C:10]2[C:5]([C:6](=[O:12])[NH:7][CH:8]=[N:9]2)=[CH:4][C:3]=1[O:13][CH3:14])(=[O:17])[CH3:16]. The yield is 0.840. (4) The reactants are [Br:1][C:2]1[CH:7]=[CH:6][C:5]([NH:8][C:9]2[C:10]([CH:19]([OH:28])[CH2:20][Si](OC(C)C)(C)C)=[CH:11][C:12]3[NH:16][CH:15]=[N:14][C:13]=3[C:17]=2[F:18])=[C:4]([Cl:29])[CH:3]=1.[F-].[K+].[OH:32]O. The catalyst is CO.C1COCC1.O. The product is [Br:1][C:2]1[CH:7]=[CH:6][C:5]([NH:8][C:9]2[C:10]([CH:19]([OH:28])[CH2:20][OH:32])=[CH:11][C:12]3[NH:16][CH:15]=[N:14][C:13]=3[C:17]=2[F:18])=[C:4]([Cl:29])[CH:3]=1. The yield is 0.340. (5) The reactants are [C:1]([C:5]1[N:6]=[C:7]([N:22]2[CH2:26][CH2:25][C@H:24]([OH:27])[CH2:23]2)[C:8]2[N:13]=[N:12][N:11]([CH2:14][C:15]3[C:16](Cl)=[N:17][CH:18]=[CH:19][CH:20]=3)[C:9]=2[N:10]=1)([CH3:4])([CH3:3])[CH3:2].[N+:28]([C:31]1[C:36]2=[N:37][O:38][N:39]=[C:35]2[C:34]([NH2:40])=[CH:33][CH:32]=1)([O-:30])=[O:29].CC1(C)C2C(=C(P(C3C=CC=CC=3)C3C=CC=CC=3)C=CC=2)OC2C(P(C3C=CC=CC=3)C3C=CC=CC=3)=CC=CC1=2.C([O-])([O-])=O.[Cs+].[Cs+]. The catalyst is O1CCOCC1.C1C=CC(/C=C/C(/C=C/C2C=CC=CC=2)=O)=CC=1.C1C=CC(/C=C/C(/C=C/C2C=CC=CC=2)=O)=CC=1.C1C=CC(/C=C/C(/C=C/C2C=CC=CC=2)=O)=CC=1.[Pd].[Pd]. The product is [C:1]([C:5]1[N:6]=[C:7]([N:22]2[CH2:26][CH2:25][C@H:24]([OH:27])[CH2:23]2)[C:8]2[N:13]=[N:12][N:11]([CH2:14][C:15]3[C:16]([NH:40][C:34]4[C:35]5=[N:39][O:38][N:37]=[C:36]5[C:31]([N+:28]([O-:30])=[O:29])=[CH:32][CH:33]=4)=[N:17][CH:18]=[CH:19][CH:20]=3)[C:9]=2[N:10]=1)([CH3:4])([CH3:3])[CH3:2]. The yield is 0.160.